Predict the reaction yield, written as a fraction of the theoretical maximum amount of product (1.0 means a 100% yield; for example, 0.34 means a 34% yield). From a dataset of Reaction yield outcomes from USPTO patents with 853,638 reactions. (1) The yield is 0.270. The reactants are [CH3:1][N:2]1[CH2:8][CH2:7][CH2:6][N:5]([C:9]2[C:10]([NH2:28])=[N:11][CH:12]=[C:13]([C:15]3[CH:19]=[CH:18][N:17](COCC[Si](C)(C)C)[N:16]=3)[N:14]=2)[CH2:4][CH2:3]1. The product is [CH3:1][N:2]1[CH2:8][CH2:7][CH2:6][N:5]([C:9]2[C:10]([NH2:28])=[N:11][CH:12]=[C:13]([C:15]3[CH:19]=[CH:18][NH:17][N:16]=3)[N:14]=2)[CH2:4][CH2:3]1. The catalyst is C(O)(C(F)(F)F)=O.O. (2) The reactants are [Cl:1][CH2:2][CH2:3][CH2:4][O:5][C:6]1[CH:11]=[CH:10][C:9]([C:12]2[O:13][C:14]([C:18]([O:20]C)=[O:19])=[C:15]([CH3:17])[N:16]=2)=[CH:8][CH:7]=1.CO.[OH-].[Na+].Cl. The catalyst is O. The product is [Cl:1][CH2:2][CH2:3][CH2:4][O:5][C:6]1[CH:11]=[CH:10][C:9]([C:12]2[O:13][C:14]([C:18]([OH:20])=[O:19])=[C:15]([CH3:17])[N:16]=2)=[CH:8][CH:7]=1. The yield is 0.880. (3) The reactants are [CH:1]1([CH2:6][CH:7]([C:17]2[CH:22]=[CH:21][C:20]([N+:23]([O-])=O)=[CH:19][CH:18]=2)[C:8]([NH:10][C:11]2[CH:16]=[CH:15][CH:14]=[CH:13][N:12]=2)=[O:9])[CH2:5][CH2:4][CH2:3][CH2:2]1.[H][H]. The catalyst is C(OCC)(=O)C.CO.[Pd]. The product is [NH2:23][C:20]1[CH:19]=[CH:18][C:17]([CH:7]([CH2:6][CH:1]2[CH2:5][CH2:4][CH2:3][CH2:2]2)[C:8]([NH:10][C:11]2[CH:16]=[CH:15][CH:14]=[CH:13][N:12]=2)=[O:9])=[CH:22][CH:21]=1. The yield is 0.843. (4) The reactants are C([N:3](CC)CC)C.[O:8]1[CH2:13][CH2:12][CH2:11][CH2:10][CH:9]1[O:14][CH2:15][CH2:16][O:17][C:18]1[S:19][CH:20]=[C:21]([C:23]([OH:25])=O)[N:22]=1.ClC(OCC)=O.[OH-].[NH4+]. The catalyst is O1CCCC1. The product is [O:8]1[CH2:13][CH2:12][CH2:11][CH2:10][CH:9]1[O:14][CH2:15][CH2:16][O:17][C:18]1[S:19][CH:20]=[C:21]([C:23]([NH2:3])=[O:25])[N:22]=1. The yield is 0.590. (5) The reactants are [NH:1]1[C:9]2[C:4](=[CH:5][CH:6]=[CH:7][C:8]=2[CH2:10][NH:11][CH2:12][CH2:13][OH:14])[CH:3]=[CH:2]1.C(N(CC)CC)C.Cl[C:23]([O:25][CH2:26][C:27]1[CH:32]=[CH:31][CH:30]=[CH:29][CH:28]=1)=[O:24]. The catalyst is ClCCCl. The product is [CH2:26]([O:25][C:23](=[O:24])[N:11]([CH2:12][CH2:13][OH:14])[CH2:10][C:8]1[CH:7]=[CH:6][CH:5]=[C:4]2[C:9]=1[NH:1][CH:2]=[CH:3]2)[C:27]1[CH:32]=[CH:31][CH:30]=[CH:29][CH:28]=1. The yield is 0.520. (6) The reactants are [OH:1][C:2]1[CH:9]=[CH:8][C:5]([C:6]#[N:7])=[CH:4][C:3]=1[CH3:10].F[B-](F)(F)F.[O:16]=[N+:17]=[O:18]. The catalyst is C(#N)C.O. The product is [OH:1][C:2]1[C:9]([N+:17]([O-:18])=[O:16])=[CH:8][C:5]([C:6]#[N:7])=[CH:4][C:3]=1[CH3:10]. The yield is 0.940. (7) The reactants are Br[CH2:2][CH:3]=[CH2:4].[CH3:5][O:6][C:7]([C:9]1[C:14]([O:15][CH2:16][C:17]2[CH:22]=[CH:21][CH:20]=[CH:19][CH:18]=2)=[C:13]([OH:23])[C:12]([C:24](=[O:34])[NH:25][CH2:26][C:27]2[CH:32]=[CH:31][C:30]([F:33])=[CH:29][CH:28]=2)=[CH:11][N:10]=1)=[O:8].C(=O)([O-])[O-].[Cs+].[Cs+].[Cl-].[NH4+]. The product is [CH3:5][O:6][C:7]([C:9]1[N:10]([CH2:4][CH:3]=[CH2:2])[CH:11]=[C:12]([C:24](=[O:34])[NH:25][CH2:26][C:27]2[CH:32]=[CH:31][C:30]([F:33])=[CH:29][CH:28]=2)[C:13](=[O:23])[C:14]=1[O:15][CH2:16][C:17]1[CH:18]=[CH:19][CH:20]=[CH:21][CH:22]=1)=[O:8]. The yield is 0.830. The catalyst is CN(C)C=O. (8) The reactants are [CH3:1][C:2]1[O:3][C:4]2[CH:10]=[C:9]([CH2:11][OH:12])[CH:8]=[CH:7][C:5]=2[N:6]=1.[Cr](Cl)([O-])(=O)=O.[NH+]1C=CC=CC=1. The catalyst is ClCCl.C(OCC)(=O)C. The product is [CH3:1][C:2]1[O:3][C:4]2[CH:10]=[C:9]([CH:11]=[O:12])[CH:8]=[CH:7][C:5]=2[N:6]=1. The yield is 0.660. (9) The reactants are [H-].[Na+].[Br:3][C:4]1[CH:5]=[C:6]([N+:11]([O-:13])=[O:12])[C:7](Cl)=[N:8][CH:9]=1.[C:14](OCC)(=O)CC(OCC)=O. The catalyst is C1COCC1. The product is [Br:3][C:4]1[CH:5]=[C:6]([N+:11]([O-:13])=[O:12])[C:7]([CH3:14])=[N:8][CH:9]=1. The yield is 0.633. (10) The reactants are C([NH:5][S:6]([C:9]1[C:10]([O:39][CH3:40])=[N:11][CH:12]=[C:13]([C:15]2[N:20]=[C:19]([N:21]3[CH2:29][C:28]4[C:23](=[N:24][CH:25]=[CH:26][CH:27]=4)[CH2:22]3)[C:18]3=[C:30]([C:33]4[CH:38]=[CH:37][CH:36]=[CH:35][CH:34]=4)[CH:31]=[CH:32][N:17]3[N:16]=2)[CH:14]=1)(=[O:8])=[O:7])(C)(C)C.C(O)(C(F)(F)F)=O. The catalyst is C([O-])(O)=O.[Na+]. The product is [CH3:40][O:39][C:10]1[C:9]([S:6]([NH2:5])(=[O:8])=[O:7])=[CH:14][C:13]([C:15]2[N:20]=[C:19]([N:21]3[CH2:29][C:28]4[C:23](=[N:24][CH:25]=[CH:26][CH:27]=4)[CH2:22]3)[C:18]3=[C:30]([C:33]4[CH:38]=[CH:37][CH:36]=[CH:35][CH:34]=4)[CH:31]=[CH:32][N:17]3[N:16]=2)=[CH:12][N:11]=1. The yield is 0.198.